This data is from Full USPTO retrosynthesis dataset with 1.9M reactions from patents (1976-2016). The task is: Predict the reactants needed to synthesize the given product. (1) Given the product [CH3:12][C:4]1[C:3]([C:13]([O:15][CH2:16][CH3:17])=[O:14])=[C:2]([N:18]2[CH2:23][CH2:22][CH2:21][CH2:20][CH2:19]2)[C:11]2[C:6](=[N:7][CH:8]=[CH:9][CH:10]=2)[N:5]=1, predict the reactants needed to synthesize it. The reactants are: Cl[C:2]1[C:11]2[C:6](=[N:7][CH:8]=[CH:9][CH:10]=2)[N:5]=[C:4]([CH3:12])[C:3]=1[C:13]([O:15][CH2:16][CH3:17])=[O:14].[NH:18]1[CH2:23][CH2:22][CH2:21][CH2:20][CH2:19]1. (2) Given the product [Cl:1][CH2:2][C:3]1[C:8]([C:9]([O:11][CH3:12])=[O:10])=[CH:7][CH:6]=[CH:5][N+:4]=1[O-:21], predict the reactants needed to synthesize it. The reactants are: [Cl:1][CH2:2][C:3]1[C:8]([C:9]([O:11][CH3:12])=[O:10])=[CH:7][CH:6]=[CH:5][N:4]=1.C1C=C(Cl)C=C(C(OO)=[O:21])C=1.